Dataset: Full USPTO retrosynthesis dataset with 1.9M reactions from patents (1976-2016). Task: Predict the reactants needed to synthesize the given product. (1) Given the product [OH:6][CH2:7][CH2:8][CH2:9][CH2:10][CH2:11][CH2:12][CH2:13][CH2:14][CH2:15][N:16]([CH3:39])[C@H:17]1[C@H:21]2[CH2:22][CH2:23][C@@H:18]1[C@H:19]([O:24][C:25](=[O:38])[C:26]([OH:37])([C:32]1[S:33][CH:34]=[CH:35][CH:36]=1)[C:27]1[S:28][CH:29]=[CH:30][CH:31]=1)[CH2:20]2, predict the reactants needed to synthesize it. The reactants are: C([Si](C)(C)[O:6][CH2:7][CH2:8][CH2:9][CH2:10][CH2:11][CH2:12][CH2:13][CH2:14][CH2:15][N:16]([CH3:39])[C@H:17]1[C@H:21]2[CH2:22][CH2:23][C@@H:18]1[C@H:19]([O:24][C:25](=[O:38])[C:26]([OH:37])([C:32]1[S:33][CH:34]=[CH:35][CH:36]=1)[C:27]1[S:28][CH:29]=[CH:30][CH:31]=1)[CH2:20]2)(C)(C)C.Cl.C([O-])(O)=O.[Na+]. (2) Given the product [F:14][C:15]1[CH:20]=[CH:19][CH:18]=[CH:17][C:16]=1[S:3]([C:2]([F:7])([F:6])[F:1])(=[O:5])=[O:4], predict the reactants needed to synthesize it. The reactants are: [F:1][C:2]([F:7])([F:6])[S:3]([O-:5])=[O:4].[Na+].F[B-](F)(F)F.[F:14][C:15]1[CH:20]=[CH:19][CH:18]=[CH:17][C:16]=1[I+][C:16]1[CH:17]=[CH:18][CH:19]=[CH:20][C:15]=1[F:14].